Dataset: Reaction yield outcomes from USPTO patents with 853,638 reactions. Task: Predict the reaction yield, written as a fraction of the theoretical maximum amount of product (1.0 means a 100% yield; for example, 0.34 means a 34% yield). (1) The reactants are Br[C:2]1[CH:23]=[CH:22][C:5]2[C:6]3[N:10]([CH2:11][CH2:12][O:13][C:4]=2[CH:3]=1)[CH:9]=[C:8]([C:14]1[N:15]([CH:19]([CH3:21])[CH3:20])[N:16]=[CH:17][N:18]=1)[N:7]=3.[NH2:24][CH2:25][C:26]([OH:28])=[O:27].O[C@H:30]1CN[C@H](C(O)=O)C1.P([O-])([O-])([O-])=O.[K+].[K+].[K+]. The catalyst is CS(C)=O.[Cu]I. The product is [CH3:30][O:27][C:26](=[O:28])[CH2:25][NH:24][C:2]1[CH:23]=[CH:22][C:5]2[C:6]3[N:10]([CH2:11][CH2:12][O:13][C:4]=2[CH:3]=1)[CH:9]=[C:8]([C:14]1[N:15]([CH:19]([CH3:21])[CH3:20])[N:16]=[CH:17][N:18]=1)[N:7]=3. The yield is 0.390. (2) The reactants are [CH2:1]([O:8][C:9]1[N:10]=[N:11][C:12](Cl)=[CH:13][CH:14]=1)[C:2]1[CH:7]=[CH:6][CH:5]=[CH:4][CH:3]=1.NC(N)=[S:18]. The catalyst is CC(CC)=O. The product is [CH2:1]([O:8][C:9]1[N:10]=[N:11][C:12]([SH:18])=[CH:13][CH:14]=1)[C:2]1[CH:7]=[CH:6][CH:5]=[CH:4][CH:3]=1. The yield is 0.150. (3) The reactants are [F:1][CH:2]([F:38])[O:3][C:4]1[CH:9]=[CH:8][CH:7]=[CH:6][C:5]=1[CH2:10][C:11]1[N:15]2[CH:16]=[C:17]([C:20]3[CH:21]=[N:22][C:23]([N:26]4[CH2:31][CH2:30][C:29]([CH3:36])([C:32]([O:34][CH3:35])=[O:33])[CH2:28][CH2:27]4)=[N:24][CH:25]=3)[CH:18]=[CH:19][C:14]2=[N:13][C:12]=1[CH3:37].CI.[CH3:41][Si](C)(C)N[Si](C)(C)C.[Li]. The catalyst is C1COCC1. The product is [F:38][CH:2]([F:1])[O:3][C:4]1[CH:9]=[CH:8][CH:7]=[CH:6][C:5]=1[CH:10]([C:11]1[N:15]2[CH:16]=[C:17]([C:20]3[CH:25]=[N:24][C:23]([N:26]4[CH2:27][CH2:28][C:29]([CH3:36])([C:32]([O:34][CH3:35])=[O:33])[CH2:30][CH2:31]4)=[N:22][CH:21]=3)[CH:18]=[CH:19][C:14]2=[N:13][C:12]=1[CH3:37])[CH3:41]. The yield is 0.250. (4) The reactants are [CH3:1][C:2]1[N:6]([C:7]2[CH:12]=[CH:11][C:10]([OH:13])=[CH:9][CH:8]=2)[N:5]=[N:4][N:3]=1.[C:14]([O:18][C:19]([N:21]1[CH2:26][CH2:25][CH:24]([N:27]2[C:31]3=[N:32][CH:33]=[N:34][C:35](Cl)=[C:30]3[CH:29]=[N:28]2)[CH2:23][CH2:22]1)=[O:20])([CH3:17])([CH3:16])[CH3:15].C(=O)([O-])[O-].[K+].[K+].C(=O)([O-])[O-].[Na+].[Na+]. The catalyst is CN(C)C=O. The product is [C:14]([O:18][C:19]([N:21]1[CH2:22][CH2:23][CH:24]([N:27]2[C:31]3=[N:32][CH:33]=[N:34][C:35]([O:13][C:10]4[CH:11]=[CH:12][C:7]([N:6]5[C:2]([CH3:1])=[N:3][N:4]=[N:5]5)=[CH:8][CH:9]=4)=[C:30]3[CH:29]=[N:28]2)[CH2:25][CH2:26]1)=[O:20])([CH3:17])([CH3:15])[CH3:16]. The yield is 0.120. (5) The reactants are [NH2:1][C@H:2]([C:8]1[CH:13]=[CH:12][C:11]([O:14][CH3:15])=[C:10]([O:16][CH3:17])[CH:9]=1)[CH2:3][C:4]([O:6]C)=[O:5].[OH-].[Na+]. The catalyst is CO. The product is [NH2:1][C@H:2]([C:8]1[CH:13]=[CH:12][C:11]([O:14][CH3:15])=[C:10]([O:16][CH3:17])[CH:9]=1)[CH2:3][C:4]([OH:6])=[O:5]. The yield is 1.40. (6) The reactants are [Cl:1][C:2]1[CH:7]=[CH:6][C:5](/[CH:8]=[CH:9]/[C:10](O)=[O:11])=[CH:4][C:3]=1[F:13].CN(C=O)C.C(Cl)(=O)C([Cl:22])=O. The catalyst is C(Cl)(Cl)Cl. The product is [Cl:1][C:2]1[CH:7]=[CH:6][C:5](/[CH:8]=[CH:9]/[C:10]([Cl:22])=[O:11])=[CH:4][C:3]=1[F:13]. The yield is 0.997.